This data is from Forward reaction prediction with 1.9M reactions from USPTO patents (1976-2016). The task is: Predict the product of the given reaction. (1) Given the reactants [NH2:1][C:2]1[N:7]=[CH:6][N:5]=[C:4]2[N:8]([CH:25]3[CH2:30][CH2:29][CH2:28][N:27](C(OC(C)(C)C)=O)[CH2:26]3)[N:9]=[C:10]([C:11]3[CH:16]=[CH:15][C:14]([O:17][C:18]4[CH:23]=[CH:22][CH:21]=[CH:20][C:19]=4[F:24])=[CH:13][CH:12]=3)[C:3]=12.FC(F)(F)C(O)=O.FC(F)(F)C(O)=O.FC1C(F)=CC=CC=1OC1C=CC(C2C3C(=NC=NC=3N)N(C[C@H]3CCCN3)N=2)=CC=1, predict the reaction product. The product is: [F:24][C:19]1[CH:20]=[CH:21][CH:22]=[CH:23][C:18]=1[O:17][C:14]1[CH:13]=[CH:12][C:11]([C:10]2[C:3]3[C:4](=[N:5][CH:6]=[N:7][C:2]=3[NH2:1])[N:8]([CH:25]3[CH2:30][CH2:29][CH2:28][NH:27][CH2:26]3)[N:9]=2)=[CH:16][CH:15]=1. (2) Given the reactants [C@@H:1]12[CH2:6][C@@H:5]1[CH2:4][NH:3][C@@H:2]2[CH2:7][NH:8][C:9]([C:11]1[CH:12]=[CH:13][CH:14]=[C:15]2[O:19][CH:18]=[CH:17][C:16]=12)=[O:10].[F:20][C:21]1[CH:26]=[CH:25][C:24]([C:27]2[C:28]([C:33](O)=[O:34])=[CH:29][CH:30]=[CH:31][CH:32]=2)=[CH:23][CH:22]=1, predict the reaction product. The product is: [F:20][C:21]1[CH:22]=[CH:23][C:24]([C:27]2[C:28]([C:33]([N:3]3[CH2:4][C@@H:5]4[C@@H:1]([CH2:6]4)[C@H:2]3[CH2:7][NH:8][C:9]([C:11]3[CH:12]=[CH:13][CH:14]=[C:15]4[O:19][CH:18]=[CH:17][C:16]=34)=[O:10])=[O:34])=[CH:29][CH:30]=[CH:31][CH:32]=2)=[CH:25][CH:26]=1. (3) The product is: [CH3:9][O:8][C:6]1[CH:7]=[C:2]([O:1][CH2:30][C@H:26]2[CH2:27][CH2:28][CH2:29][N:25]2[C:23]([C@H:20]2[CH2:21][CH2:22][C@H:17]([C:16]([F:32])([F:15])[F:33])[CH2:18][CH2:19]2)=[O:24])[C:3]([C:10]([O:12][CH2:13][CH3:14])=[O:11])=[N:4][CH:5]=1. Given the reactants [OH:1][C:2]1[C:3]([C:10]([O:12][CH2:13][CH3:14])=[O:11])=[N:4][CH:5]=[C:6]([O:8][CH3:9])[CH:7]=1.[F:15][C:16]([F:33])([F:32])[C@H:17]1[CH2:22][CH2:21][C@H:20]([C:23]([N:25]2[CH2:29][CH2:28][CH2:27][C@@H:26]2[CH2:30]O)=[O:24])[CH2:19][CH2:18]1.N1CCC[C@@H]1CO, predict the reaction product. (4) Given the reactants [OH:1][C:2]1[CH:3]=[C:4]2[C:9](=[CH:10][CH:11]=1)[NH:8][C:7]([C:12]([OH:14])=O)=[CH:6][C:5]2=[O:15].[C:16]1([CH3:29])[CH:21]=[CH:20][C:19]([O:22][CH:23]2[CH2:28][CH2:27][NH:26][CH2:25][CH2:24]2)=[CH:18][CH:17]=1, predict the reaction product. The product is: [OH:1][C:2]1[CH:3]=[C:4]2[C:9](=[CH:10][CH:11]=1)[NH:8][C:7]([C:12]([N:26]1[CH2:27][CH2:28][CH:23]([O:22][C:19]3[CH:20]=[CH:21][C:16]([CH3:29])=[CH:17][CH:18]=3)[CH2:24][CH2:25]1)=[O:14])=[CH:6][C:5]2=[O:15].